This data is from Full USPTO retrosynthesis dataset with 1.9M reactions from patents (1976-2016). The task is: Predict the reactants needed to synthesize the given product. Given the product [C:39]1([O:38][C:36]([N:10]2[CH2:11][C@H:12]([S:14][C:15]([C:28]3[CH:33]=[CH:32][CH:31]=[CH:30][CH:29]=3)([C:16]3[CH:21]=[CH:20][CH:19]=[CH:18][CH:17]=3)[C:22]3[CH:27]=[CH:26][CH:25]=[CH:24][CH:23]=3)[CH2:13][C@H:34]2[CH2:53][O:54][CH2:55][C:57]2[CH:50]=[CH:49][CH:48]=[CH:47][CH:46]=2)=[O:37])[CH:44]=[CH:43][CH:42]=[CH:41][CH:40]=1, predict the reactants needed to synthesize it. The reactants are: C(O[C@H]1[CH2:13][C@@H:12]([S:14][C:15]([C:28]2[CH:33]=[CH:32][CH:31]=[CH:30][CH:29]=2)([C:22]2[CH:27]=[CH:26][CH:25]=[CH:24][CH:23]=2)[C:16]2[CH:21]=[CH:20][CH:19]=[CH:18][CH:17]=2)[CH2:11][N:10]1[CH3:34])C1C=CC=CC=1.Cl[C:36]([O:38][C:39]1[CH:44]=[CH:43][CH:42]=[CH:41][CH:40]=1)=[O:37].N1[CH:50]=[CH:49][CH:48]=[CH:47][CH:46]=1.Cl.C[CH2:53][O:54][C:55]([CH3:57])=O.